Dataset: Reaction yield outcomes from USPTO patents with 853,638 reactions. Task: Predict the reaction yield, written as a fraction of the theoretical maximum amount of product (1.0 means a 100% yield; for example, 0.34 means a 34% yield). (1) The reactants are [C:1]1([C:7]2[C:11]([C:12]3N=CN(C4C=CC=CC=4)[CH:16]=3)=[C:10]([C:23]([F:26])([F:25])[F:24])[O:9][N:8]=2)[CH:6]=[CH:5][CH:4]=[CH:3][CH:2]=1.[Li]CCCC.[Cu]C#N.[Cl-].[Li+].C(Cl)(=[O:39])C. The yield is 0.820. The product is [C:1]1([C:7]2[C:11]([C:12](=[O:39])[CH3:16])=[C:10]([C:23]([F:26])([F:25])[F:24])[O:9][N:8]=2)[CH:6]=[CH:5][CH:4]=[CH:3][CH:2]=1. The catalyst is COCCOC.C1COCC1.C(=O)([O-])[O-].[Na+].[Na+]. (2) The reactants are OO.[NH2:3][C:4]1([CH2:18][NH:19][C:20](=[O:29])[C:21]2[CH:26]=[CH:25][C:24]([F:27])=[CH:23][C:22]=2[F:28])[CH2:8][CH2:7][N:6]([C:9]2[C:14]([C:15]#[N:16])=[C:13]([NH2:17])[N:12]=[CH:11][N:10]=2)[CH2:5]1.C(=O)([O-])[O-:31].[K+].[K+]. The catalyst is CS(C)=O. The product is [NH2:17][C:13]1[C:14]([C:15]([NH2:16])=[O:31])=[C:9]([N:6]2[CH2:7][CH2:8][C:4]([NH2:3])([CH2:18][NH:19][C:20](=[O:29])[C:21]3[CH:26]=[CH:25][C:24]([F:27])=[CH:23][C:22]=3[F:28])[CH2:5]2)[N:10]=[CH:11][N:12]=1. The yield is 0.400. (3) The reactants are CS(O[CH2:6][CH2:7][CH2:8][CH2:9][N:10]1[C:18](=[O:19])[C:17]2[N:16](CC=C)[C:15]([Cl:23])=[N:14][C:13]=2[N:12]([CH2:24][CH2:25][CH2:26][CH3:27])[C:11]1=[O:28])(=O)=O.C([O-])([O-])=O.[Cs+].[Cs+].[C:35]1([N:41]2[C:45](=[O:46])[N:44]=[N:43][NH:42]2)[CH:40]=[CH:39][CH:38]=[CH:37][CH:36]=1.N1CCOCC1. The catalyst is C1C=CC([P]([Pd]([P](C2C=CC=CC=2)(C2C=CC=CC=2)C2C=CC=CC=2)([P](C2C=CC=CC=2)(C2C=CC=CC=2)C2C=CC=CC=2)[P](C2C=CC=CC=2)(C2C=CC=CC=2)C2C=CC=CC=2)(C2C=CC=CC=2)C2C=CC=CC=2)=CC=1.CO.CN(C=O)C. The product is [CH2:24]([N:12]1[C:13]2[N:14]=[C:15]([Cl:23])[NH:16][C:17]=2[C:18](=[O:19])[N:10]([CH2:9][CH2:8][CH2:7][CH2:6][N:44]2[C:45](=[O:46])[N:41]([C:35]3[CH:40]=[CH:39][CH:38]=[CH:37][CH:36]=3)[N:42]=[N:43]2)[C:11]1=[O:28])[CH2:25][CH2:26][CH3:27]. The yield is 0.510. (4) The reactants are [CH3:1][O:2][C:3]1[CH:4]=[C:5]([CH:8]=C(OC)[C:10]=1[CH2:11][CH2:12]C)[CH2:6]O.P(Br)(Br)[Br:17].O.C[CH2:22][O:23][CH2:24][CH3:25]. No catalyst specified. The product is [CH3:22][O:23][C:24]1[CH:25]=[C:11]([CH:10]=[C:3]([O:2][CH3:1])[C:4]=1[CH:5]([CH3:8])[CH3:6])[CH2:12][Br:17]. The yield is 0.914. (5) The reactants are [CH3:1][O:2][C:3]1[CH:10]=[C:9]([O:11][CH3:12])[C:8]([C:13]2[N:14]=[N:15][NH:16][N:17]=2)=[CH:7][C:4]=1[CH:5]=O.[C:18]([C:21]1[CH:29]=[CH:28][C:24]([C:25]([OH:27])=[O:26])=[CH:23][CH:22]=1)(=[O:20])[CH3:19]. The catalyst is CC#N. The product is [CH3:1][O:2][C:3]1[CH:10]=[C:9]([O:11][CH3:12])[C:8]([C:13]2[N:14]=[N:15][NH:16][N:17]=2)=[CH:7][C:4]=1/[CH:5]=[CH:19]/[C:18]([C:21]1[CH:29]=[CH:28][C:24]([C:25]([OH:27])=[O:26])=[CH:23][CH:22]=1)=[O:20]. The yield is 0.190. (6) The reactants are [Br:1][C:2]1[C:3]([O:18][C:19]2[CH:24]=[CH:23][C:22]([C:25]([O:27][C:28]([CH3:31])([CH3:30])[CH3:29])=[O:26])=[CH:21][C:20]=2[N+:32]([O-])=O)=[C:4]([Cl:17])[CH:5]=[C:6]2[C:11]=1[O:10][CH2:9][CH2:8][CH:7]2[C:12]([O:14][CH2:15][CH3:16])=[O:13].[Cl-].[NH4+]. The catalyst is O1CCCC1.[Zn]. The product is [NH2:32][C:20]1[CH:21]=[C:22]([C:25]([O:27][C:28]([CH3:29])([CH3:31])[CH3:30])=[O:26])[CH:23]=[CH:24][C:19]=1[O:18][C:3]1[C:2]([Br:1])=[C:11]2[C:6]([CH:7]([C:12]([O:14][CH2:15][CH3:16])=[O:13])[CH2:8][CH2:9][O:10]2)=[CH:5][C:4]=1[Cl:17]. The yield is 0.850.